Dataset: Forward reaction prediction with 1.9M reactions from USPTO patents (1976-2016). Task: Predict the product of the given reaction. (1) Given the reactants Br[C:2]1[CH:7]=[CH:6][C:5]([OH:8])=[C:4]([N+:9]([O-:11])=[O:10])[CH:3]=1.[CH3:12][N:13]1[CH:17]=[C:16](B2OC(C)(C)C(C)(C)O2)[CH:15]=[N:14]1.[F-].[Cs+], predict the reaction product. The product is: [CH3:12][N:13]1[CH:17]=[C:16]([C:2]2[CH:7]=[CH:6][C:5]([OH:8])=[C:4]([N+:9]([O-:11])=[O:10])[CH:3]=2)[CH:15]=[N:14]1. (2) Given the reactants COC([C:5]1[CH:6]=[C:7]([C:11]2[CH:16]=[CH:15][CH:14]=[C:13]([O:17][CH2:18][C:19]3[CH:24]=[CH:23][CH:22]=[CH:21][CH:20]=3)[CH:12]=2)[CH:8]=[CH:9][CH:10]=1)=O.[F:25][C:26]([Si](C)(C)C)([F:28])[F:27].[F-].C([N+](CCCC)(CCCC)CCCC)CCC.C1C[O:54][CH2:53]C1, predict the reaction product. The product is: [F:25][C:26]([F:28])([F:27])[C:53]([C:13]1([O:17][CH2:18][C:19]2[CH:20]=[CH:21][CH:22]=[CH:23][CH:24]=2)[CH:14]=[CH:15][CH:16]=[C:11]([C:7]2[CH:6]=[CH:5][CH:10]=[CH:9][CH:8]=2)[CH2:12]1)=[O:54]. (3) Given the reactants [CH3:1][O:2][C:3]1[CH:4]=[C:5]([C:11]2[N:20]=[C:19]([O:21][CH2:22][C@H:23]3[O:28][CH2:27][CH2:26][NH:25][CH2:24]3)[C:18]3[C:13](=[N:14][CH:15]=[CH:16][N:17]=3)[CH:12]=2)[CH:6]=[CH:7][C:8]=1[O:9][CH3:10].CCN(CC)CC.[N:36]([Si](C)(C)C)=[C:37]=[O:38], predict the reaction product. The product is: [CH3:1][O:2][C:3]1[CH:4]=[C:5]([C:11]2[N:20]=[C:19]([O:21][CH2:22][C@H:23]3[O:28][CH2:27][CH2:26][N:25]([C:37]([NH2:36])=[O:38])[CH2:24]3)[C:18]3[C:13](=[N:14][CH:15]=[CH:16][N:17]=3)[CH:12]=2)[CH:6]=[CH:7][C:8]=1[O:9][CH3:10]. (4) Given the reactants [F:1][C:2]1[CH:3]=[C:4]([C:10]2[C:14]([C:15]3[CH:20]=[CH:19][CH:18]=[CH:17][CH:16]=3)=[CH:13][S:12][C:11]=2[C:21]([O:23][CH3:24])=[O:22])[CH:5]=[CH:6][C:7]=1[S:8][CH3:9].O.O.O.O.O.O.C(O[O-])(=O)C1C(=CC=CC=1)C([O-])=[O:35].[Mg+2].C1C=C(C([O-])=O)C(C(O[O-])=O)=CC=1.[Mg+2], predict the reaction product. The product is: [F:1][C:2]1[CH:3]=[C:4]([C:10]2[C:14]([C:15]3[CH:20]=[CH:19][CH:18]=[CH:17][CH:16]=3)=[CH:13][S:12][C:11]=2[C:21]([O:23][CH3:24])=[O:22])[CH:5]=[CH:6][C:7]=1[S:8]([CH3:9])=[O:35]. (5) Given the reactants [H-].[Na+].CCCCCC.[C:9]([C:12]1[C:20]2[C:15](=[CH:16][CH:17]=[CH:18][CH:19]=2)[NH:14][CH:13]=1)(=[O:11])[CH3:10].[Cl:21][C:22]1[CH:23]=[C:24]([CH:27]=[CH:28][C:29]=1F)[C:25]#[N:26], predict the reaction product. The product is: [C:9]([C:12]1[C:20]2[C:15](=[CH:16][CH:17]=[CH:18][CH:19]=2)[N:14]([C:29]2[CH:28]=[CH:27][C:24]([C:25]#[N:26])=[CH:23][C:22]=2[Cl:21])[CH:13]=1)(=[O:11])[CH3:10]. (6) Given the reactants [O:1]1[CH:5]=[CH:4][CH:3]=[CH:2]1.[C:6]1(=[O:12])[NH:10][C:9](=[O:11])[CH:8]=[CH:7]1, predict the reaction product. The product is: [CH:2]12[O:1][CH:5]([CH2:4][CH2:3]1)[CH:8]1[CH:7]2[C:6](=[O:12])[NH:10][C:9]1=[O:11].